Predict the reactants needed to synthesize the given product. From a dataset of Full USPTO retrosynthesis dataset with 1.9M reactions from patents (1976-2016). (1) Given the product [Cl:16][CH2:17][CH2:18][N:20]1[C:28]2[C:23](=[CH:24][C:25]([S:29]([NH2:32])(=[O:30])=[O:31])=[CH:26][CH:27]=2)[CH2:22][CH2:21]1, predict the reactants needed to synthesize it. The reactants are: C(N1C2C(=CC(S(N)(=O)=O)=CC=2)CC1)C.[Cl:16][CH2:17][C:18]([N:20]1[C:28]2[C:23](=[CH:24][C:25]([S:29]([NH2:32])(=[O:31])=[O:30])=[CH:26][CH:27]=2)[CH2:22][CH2:21]1)=O. (2) Given the product [CH2:1]([O:8][C:9]1[CH:17]=[C:16]([CH:15]=[CH:11][CH:10]=1)[C:33]([NH:22][C:23]1[CH:28]=[CH:27][CH:26]=[CH:25][C:24]=1[S:29]([NH:32][C:12](=[O:13])[C:11]1[CH:15]=[CH:16][CH:17]=[C:9]([O:8][CH2:1][C:2]2[CH:7]=[CH:6][CH:5]=[CH:4][CH:3]=2)[CH:10]=1)(=[O:30])=[O:31])=[O:36])[C:2]1[CH:7]=[CH:6][CH:5]=[CH:4][CH:3]=1, predict the reactants needed to synthesize it. The reactants are: [CH2:1]([O:8][C:9]1[CH:10]=[C:11]([CH:15]=[CH:16][CH:17]=1)[C:12](O)=[O:13])[C:2]1[CH:7]=[CH:6][CH:5]=[CH:4][CH:3]=1.S(Cl)(Cl)=O.[NH2:22][C:23]1[CH:28]=[CH:27][CH:26]=[CH:25][C:24]=1[S:29]([NH2:32])(=[O:31])=[O:30].[C:33](=[O:36])([O-])[O-].[K+].[K+].